This data is from Forward reaction prediction with 1.9M reactions from USPTO patents (1976-2016). The task is: Predict the product of the given reaction. (1) Given the reactants [CH3:1][S-:2].[Na+].[Cl:4][C:5]1[N:10]=[C:9]([NH:11][C:12]2[CH:17]=[C:16]([C:18]3[CH:23]=[CH:22][C:21]([F:24])=[CH:20][C:19]=3[O:25][CH3:26])[N:15]=[CH:14][N:13]=2)[CH:8]=[C:7]([CH2:27]Cl)[CH:6]=1, predict the reaction product. The product is: [Cl:4][C:5]1[N:10]=[C:9]([NH:11][C:12]2[CH:17]=[C:16]([C:18]3[CH:23]=[CH:22][C:21]([F:24])=[CH:20][C:19]=3[O:25][CH3:26])[N:15]=[CH:14][N:13]=2)[CH:8]=[C:7]([CH2:27][S:2][CH3:1])[CH:6]=1. (2) Given the reactants [CH:1]1([N:4]2[C:9](=[O:10])[C:8]3[C:11]([NH:18][C:19]4[CH:24]=[CH:23][C:22]([I:25])=[CH:21][C:20]=4[F:26])=[C:12]([F:17])[C:13](=[O:16])[N:14]([CH3:15])[C:7]=3[C:6]([C:27]3[CH:32]=[CH:31][CH:30]=[C:29]([N+:33]([O-])=O)[CH:28]=3)=[N:5]2)CC1.FC1C(=O)N(C)C2C(C3C=CC=C([N+]([O-])=O)C=3)=NN(C)C(=O)C=2C=1O, predict the reaction product. The product is: [NH2:33][C:29]1[CH:28]=[C:27]([C:6]2[C:7]3[N:14]([CH3:15])[C:13](=[O:16])[C:12]([F:17])=[C:11]([NH:18][C:19]4[CH:24]=[CH:23][C:22]([I:25])=[CH:21][C:20]=4[F:26])[C:8]=3[C:9](=[O:10])[N:4]([CH3:1])[N:5]=2)[CH:32]=[CH:31][CH:30]=1.